This data is from Reaction yield outcomes from USPTO patents with 853,638 reactions. The task is: Predict the reaction yield, written as a fraction of the theoretical maximum amount of product (1.0 means a 100% yield; for example, 0.34 means a 34% yield). (1) The reactants are [CH2:1]([C:3]1[S:4][C:5]([C:13]([CH2:17][CH3:18])(O)[CH2:14][CH3:15])=[CH:6][C:7]=1[C:8]([O:10][CH2:11][CH3:12])=[O:9])[CH3:2].C([SiH](CC)CC)C. The catalyst is FC(F)(F)C(O)=O. The product is [CH2:1]([C:3]1[S:4][C:5]([CH:13]([CH2:17][CH3:18])[CH2:14][CH3:15])=[CH:6][C:7]=1[C:8]([O:10][CH2:11][CH3:12])=[O:9])[CH3:2]. The yield is 0.650. (2) The yield is 1.00. The catalyst is ClCCl. The reactants are [N:1]1([C:7]([O:9][C:10]([CH3:13])([CH3:12])[CH3:11])=[O:8])[CH2:6][CH2:5][NH:4][CH2:3][CH2:2]1.C(N(CC)CC)C.[Cl:21][C:22]1[CH:32]=[CH:31][C:25]([O:26][CH2:27][C:28](Cl)=[O:29])=[CH:24][CH:23]=1. The product is [Cl:21][C:22]1[CH:32]=[CH:31][C:25]([O:26][CH2:27][C:28]([N:4]2[CH2:5][CH2:6][N:1]([C:7]([O:9][C:10]([CH3:13])([CH3:12])[CH3:11])=[O:8])[CH2:2][CH2:3]2)=[O:29])=[CH:24][CH:23]=1.